From a dataset of Full USPTO retrosynthesis dataset with 1.9M reactions from patents (1976-2016). Predict the reactants needed to synthesize the given product. Given the product [OH:42][C:39]1[CH:38]=[CH:37][C:36]([C:19]2[N:20]=[C:21]3[C:27]4[CH:28]=[CH:29][CH:30]=[CH:31][C:26]=4[NH:25][C:24]4[N:32]=[CH:33][CH:34]=[CH:35][C:23]=4[N:22]3[C:18]=2[C:15]2[CH:16]=[CH:17][C:12]([C:8]3([NH:7][C:6](=[O:50])[O:5][C:1]([CH3:3])([CH3:2])[CH3:4])[CH2:9][CH2:10][CH2:11]3)=[CH:13][CH:14]=2)=[CH:41][CH:40]=1, predict the reactants needed to synthesize it. The reactants are: [C:1]([O:5][C:6](=[O:50])[NH:7][C:8]1([C:12]2[CH:17]=[CH:16][C:15]([C:18]3[N:22]4[C:23]5[CH:35]=[CH:34][CH:33]=[N:32][C:24]=5[NH:25][C:26]5[CH:31]=[CH:30][CH:29]=[CH:28][C:27]=5[C:21]4=[N:20][C:19]=3[C:36]3[CH:41]=[CH:40][C:39]([O:42]CC4C=CC=CC=4)=[CH:38][CH:37]=3)=[CH:14][CH:13]=2)[CH2:11][CH2:10][CH2:9]1)([CH3:4])([CH3:3])[CH3:2].